From a dataset of Catalyst prediction with 721,799 reactions and 888 catalyst types from USPTO. Predict which catalyst facilitates the given reaction. (1) Reactant: [N+:1]([C:4]1[CH:5]=[CH:6][C:7]([N:10]2[CH2:20][CH2:19][C:13]3([CH2:16][CH:15]([C:17]#N)[CH2:14]3)[CH2:12][CH2:11]2)=[N:8][CH:9]=1)([O-:3])=[O:2].S(=O)(=O)(O)O.C([O-])(O)=[O:27].[Na+].[CH2:31]([OH:33])[CH3:32]. Product: [N+:1]([C:4]1[CH:5]=[CH:6][C:7]([N:10]2[CH2:20][CH2:19][C:13]3([CH2:16][CH:15]([C:17]([O:33][CH2:31][CH3:32])=[O:27])[CH2:14]3)[CH2:12][CH2:11]2)=[N:8][CH:9]=1)([O-:3])=[O:2]. The catalyst class is: 13. (2) Reactant: [F:1][C:2]1[CH:3]=[CH:4][C:5]([N+:11]([O-:13])=[O:12])=[C:6]([CH:10]=1)[C:7](O)=[O:8].Cl.CN.[CH3:17][N:18](C(ON1N=NC2C=CC=CC1=2)=[N+](C)C)C.[B-](F)(F)(F)F.CCN(C(C)C)C(C)C. Product: [F:1][C:2]1[CH:3]=[CH:4][C:5]([N+:11]([O-:13])=[O:12])=[C:6]([CH:10]=1)[C:7]([NH:18][CH3:17])=[O:8]. The catalyst class is: 2. (3) Reactant: [CH:1]([C:3]1[CH:4]=[C:5]2[C:10](=[CH:11][CH:12]=1)[N:9]=[CH:8][C:7]([C:13]#[N:14])=[C:6]2[CH2:15][CH2:16][CH2:17][CH2:18][CH2:19][CH3:20])=O.COC1C=CC(/C=[C:36]2/[C:37]([NH:39][C:40]([S:42]/2)=[NH:41])=[O:38])=CC=1OC1CCCC1.C([O-])(=O)C.[Na+]. Product: [NH2:41][C:40]1[S:42]/[C:36](=[CH:1]\[C:3]2[CH:4]=[C:5]3[C:10](=[CH:11][CH:12]=2)[N:9]=[CH:8][C:7]([C:13]#[N:14])=[C:6]3[CH2:15][CH2:16][CH2:17][CH2:18][CH2:19][CH3:20])/[C:37](=[O:38])[N:39]=1. The catalyst class is: 15. (4) Reactant: [C:1]([C:3]1[CH:11]=[CH:10][C:6]([C:7](O)=[O:8])=[CH:5][CH:4]=1)#[N:2].S(Cl)([Cl:14])=O. Product: [C:1]([C:3]1[CH:11]=[CH:10][C:6]([C:7]([Cl:14])=[O:8])=[CH:5][CH:4]=1)#[N:2]. The catalyst class is: 4. (5) Reactant: C(OC1C=CC2C(=CC=CC=2)N1C(OCC)=O)C.[C:19]([N:26]1[CH2:33][CH2:32][CH2:31][C@@H:27]1[C:28]([OH:30])=O)([O:21][C:22]([CH3:25])([CH3:24])[CH3:23])=[O:20].[Cl:34][C:35]1[CH:41]=[CH:40][C:38]([NH2:39])=[CH:37][CH:36]=1. Product: [Cl:34][C:35]1[CH:41]=[CH:40][C:38]([NH:39][C:28]([C@H:27]2[CH2:31][CH2:32][CH2:33][N:26]2[C:19]([O:21][C:22]([CH3:23])([CH3:24])[CH3:25])=[O:20])=[O:30])=[CH:37][CH:36]=1. The catalyst class is: 11. (6) Reactant: CN1C(=O)N(C)CC1.[Br:9][C:10]1[CH:16]=[C:15]([C:17]([F:29])([C:22]([F:28])([F:27])[C:23]([F:26])([F:25])[F:24])[C:18]([F:21])([F:20])[F:19])[CH:14]=[C:13]([Br:30])[C:11]=1[NH2:12].[Cl:31][C:32]1[C:40]([N+:41]([O-:43])=[O:42])=[CH:39][CH:38]=[CH:37][C:33]=1[C:34](Cl)=[O:35].O. Product: [Cl:31][C:32]1[C:40]([N+:41]([O-:43])=[O:42])=[CH:39][CH:38]=[CH:37][C:33]=1[C:34]([NH:12][C:11]1[C:10]([Br:9])=[CH:16][C:15]([C:17]([F:29])([C:22]([F:27])([F:28])[C:23]([F:24])([F:25])[F:26])[C:18]([F:19])([F:20])[F:21])=[CH:14][C:13]=1[Br:30])=[O:35]. The catalyst class is: 13.